From a dataset of Forward reaction prediction with 1.9M reactions from USPTO patents (1976-2016). Predict the product of the given reaction. (1) Given the reactants [Cl:1][C:2]1[CH:3]=[C:4]2[C:8](=[CH:9][CH:10]=1)[N:7]([CH2:11][C:12]#[N:13])[C:6]([CH2:14][CH2:15][OH:16])=[C:5]2[S:17]([CH3:20])(=[O:19])=[O:18].F[B-](F)(F)F.[H+].[Si](C=[N+]=[N-])(C)(C)[CH3:28].O, predict the reaction product. The product is: [Cl:1][C:2]1[CH:3]=[C:4]2[C:8](=[CH:9][CH:10]=1)[N:7]([CH2:11][C:12]#[N:13])[C:6]([CH2:14][CH2:15][O:16][CH3:28])=[C:5]2[S:17]([CH3:20])(=[O:19])=[O:18]. (2) Given the reactants Cl[CH2:2][C:3]1[N:4]=[C:5]([CH2:18][C:19]([CH3:22])([CH3:21])[CH3:20])[C:6]([C:9]2[CH:14]=[C:13]([O:15][CH3:16])[CH:12]=[CH:11][C:10]=2[F:17])=[N:7][CH:8]=1.[CH:23]1([C@@H:26]([C:33]2[CH:38]=[CH:37][CH:36]=[C:35]([OH:39])[CH:34]=2)[CH2:27][C:28]([O:30][CH2:31][CH3:32])=[O:29])[CH2:25][CH2:24]1.C([O-])([O-])=O.[Cs+].[Cs+], predict the reaction product. The product is: [CH:23]1([C@@H:26]([C:33]2[CH:38]=[CH:37][CH:36]=[C:35]([O:39][CH2:2][C:3]3[CH:8]=[N:7][C:6]([C:9]4[CH:14]=[C:13]([O:15][CH3:16])[CH:12]=[CH:11][C:10]=4[F:17])=[C:5]([CH2:18][C:19]([CH3:22])([CH3:21])[CH3:20])[N:4]=3)[CH:34]=2)[CH2:27][C:28]([O:30][CH2:31][CH3:32])=[O:29])[CH2:25][CH2:24]1. (3) Given the reactants C(Cl)(=O)C(Cl)=O.[CH3:7][C:8]1[CH:9]=[C:10]([CH:14]=[CH:15][C:16]=1[N:17]1[CH2:22][CH2:21][O:20][CH2:19][CH2:18]1)[C:11]([OH:13])=O.O[N:24]=[C:25]([C:27]1[CH:32]=[CH:31][CH:30]=[CH:29][C:28]=1[O:33][CH3:34])[NH2:26].CCN(C(C)C)C(C)C, predict the reaction product. The product is: [CH3:34][O:33][C:28]1[CH:29]=[CH:30][CH:31]=[CH:32][C:27]=1[C:25]1[N:24]=[C:11]([C:10]2[CH:14]=[CH:15][C:16]([N:17]3[CH2:22][CH2:21][O:20][CH2:19][CH2:18]3)=[C:8]([CH3:7])[CH:9]=2)[O:13][N:26]=1. (4) The product is: [CH3:40][C:41]1[CH:46]=[CH:45][C:44]([CH3:47])=[CH:43][C:42]=1[C@@H:48]([N:50]1[CH2:55][CH2:54][C:53]2([CH2:56][CH2:57][C:58](=[O:59])[CH2:66][CH2:67]2)[O:52][C:51]1=[O:68])[CH3:49]. Given the reactants CC1C=CC(C)=CC=1[C@@H](NCCC1(O)CCC2(OCC(C)(C)CO2)CC1)C.ClC(Cl)(OC(=O)OC(Cl)(Cl)Cl)Cl.[CH3:40][C:41]1[CH:46]=[CH:45][C:44]([CH3:47])=[CH:43][C:42]=1[C@@H:48]([N:50]1[CH2:55][CH2:54][C:53]2([CH2:67][CH2:66][C:58]3(OCC(C)(C)C[O:59]3)[CH2:57][CH2:56]2)[O:52][C:51]1=[O:68])[CH3:49], predict the reaction product. (5) Given the reactants [CH3:1][O:2][C:3](=[O:18])[CH2:4][C:5]1[C:13]2[C:8](=[CH:9][CH:10]=[CH:11][CH:12]=2)[N:7]([C:14]([O:16][CH3:17])=[O:15])[CH:6]=1.CN(C)P(=O)(N(C)C)N(C)C.C([N-]C(C)C)(C)C.[Li+].C1CCCCC1.[C:44]([O:48][C:49]([NH:51][CH2:52][CH2:53][CH2:54][CH2:55]I)=[O:50])([CH3:47])([CH3:46])[CH3:45], predict the reaction product. The product is: [CH3:1][O:2][C:3](=[O:18])[CH:4]([CH2:55][CH2:54][CH2:53][CH2:52][NH:51][C:49]([O:48][C:44]([CH3:45])([CH3:47])[CH3:46])=[O:50])[C:5]1[C:13]2[C:8](=[CH:9][CH:10]=[CH:11][CH:12]=2)[N:7]([C:14]([O:16][CH3:17])=[O:15])[CH:6]=1.